Dataset: Forward reaction prediction with 1.9M reactions from USPTO patents (1976-2016). Task: Predict the product of the given reaction. (1) Given the reactants [CH2:1]([O:3][C:4](=[O:39])[CH2:5][CH2:6][CH2:7][O:8][C:9]1[CH:14]=[CH:13][CH:12]=[C:11]([CH2:15][CH2:16][CH2:17][CH2:18][CH2:19][CH2:20][O:21][C:22]2[CH:27]=[C:26]([O:28][CH2:29][CH3:30])[CH:25]=[C:24](Br)[CH:23]=2)[C:10]=1[CH2:32][CH2:33][C:34]([O:36][CH2:37][CH3:38])=[O:35])[CH3:2].[F:40][C:41]1[CH:42]=[C:43](B(O)O)[CH:44]=[CH:45][C:46]=1[F:47].C(=O)([O-])[O-].[Cs+].[Cs+], predict the reaction product. The product is: [CH2:1]([O:3][C:4](=[O:39])[CH2:5][CH2:6][CH2:7][O:8][C:9]1[CH:14]=[CH:13][CH:12]=[C:11]([CH2:15][CH2:16][CH2:17][CH2:18][CH2:19][CH2:20][O:21][C:22]2[CH:23]=[C:24]([C:44]3[CH:43]=[CH:42][C:41]([F:40])=[C:46]([F:47])[CH:45]=3)[CH:25]=[C:26]([O:28][CH2:29][CH3:30])[CH:27]=2)[C:10]=1[CH2:32][CH2:33][C:34]([O:36][CH2:37][CH3:38])=[O:35])[CH3:2]. (2) The product is: [NH2:15][C:12]1[CH:11]=[CH:10][C:9]([NH:8][C:1](=[O:3])[C:25]2[CH:29]=[CH:30][C:31]([C:33]([F:36])([F:35])[F:34])=[CH:32][C:24]=2[F:23])=[CH:14][CH:13]=1. Given the reactants [C:1]([NH:8][C:9]1[CH:14]=[CH:13][C:12]([NH2:15])=[CH:11][CH:10]=1)([O:3]C(C)(C)C)=O.C(N(CC)CC)C.[F:23][C:24]1[CH:32]=[C:31]([C:33]([F:36])([F:35])[F:34])[CH:30]=[CH:29][C:25]=1C(Cl)=O, predict the reaction product. (3) Given the reactants [NH2:1][C:2]1[N:7]=[CH:6][N:5]=[C:4]2[N:8]([CH2:19][CH2:20][N:21]([CH2:26][C:27]3[CH:32]=[CH:31][CH:30]=[CH:29][C:28]=3[F:33])[C:22](=[O:25])[CH:23]=[CH2:24])[N:9]=[C:10]([C:11]3[CH:16]=[C:15]([OH:17])[CH:14]=[C:13]([F:18])[CH:12]=3)[C:3]=12.[CH3:34][S:35]([OH:38])(=[O:37])=[O:36], predict the reaction product. The product is: [S:35]([OH:38])(=[O:37])(=[O:36])[CH3:34].[NH2:1][C:2]1[N:7]=[CH:6][N:5]=[C:4]2[N:8]([CH2:19][CH2:20][N:21]([CH2:26][C:27]3[CH:32]=[CH:31][CH:30]=[CH:29][C:28]=3[F:33])[C:22](=[O:25])[CH:23]=[CH2:24])[N:9]=[C:10]([C:11]3[CH:16]=[C:15]([OH:17])[CH:14]=[C:13]([F:18])[CH:12]=3)[C:3]=12. (4) Given the reactants [CH3:1][O:2][C:3](=[O:17])[C@@H:4]([O:14][CH2:15][CH3:16])[CH2:5][C:6]1[CH:11]=[CH:10][C:9]([OH:12])=[CH:8][C:7]=1[Cl:13].Cl[CH2:19][C:20]1[N:21]=[C:22]([C:26]2[CH:31]=[CH:30][C:29]([O:32][CH:33]([CH3:35])[CH3:34])=[CH:28][CH:27]=2)[O:23][C:24]=1[CH3:25].C(=O)([O-])[O-].[Cs+].[Cs+].[I-].[K+], predict the reaction product. The product is: [CH3:1][O:2][C:3](=[O:17])[C@@H:4]([O:14][CH2:15][CH3:16])[CH2:5][C:6]1[CH:11]=[CH:10][C:9]([O:12][CH2:19][C:20]2[N:21]=[C:22]([C:26]3[CH:31]=[CH:30][C:29]([O:32][CH:33]([CH3:35])[CH3:34])=[CH:28][CH:27]=3)[O:23][C:24]=2[CH3:25])=[CH:8][C:7]=1[Cl:13]. (5) The product is: [CH2:1]([O:3][C:4]1[CH:9]=[C:8]([CH:10]=[O:11])[CH:7]=[C:6]([OH:12])[C:5]=1[C:19]1[CH:20]=[CH:21][C:22]([F:25])=[CH:23][CH:24]=1)[CH3:2]. Given the reactants [CH2:1]([O:3][C:4]1[CH:9]=[C:8]([CH:10]=[O:11])[CH:7]=[C:6]([O:12]COCCOC)[C:5]=1[C:19]1[CH:24]=[CH:23][C:22]([F:25])=[CH:21][CH:20]=1)[CH3:2].Cl.CO.O, predict the reaction product. (6) Given the reactants C(C1C=CC(C(NC2C=CC(C3C=C4C(CN([C@@H](C(C)C)C(O)=O)C4=O)=CC=3)=NC=2)=O)=CC=1)(C)(C)C.[CH3:37][CH:38]([CH3:74])[C@H:39]([N:44]1[CH2:52][C:51]2[C:46](=[CH:47][C:48]([C:53]3[N:54]=[N:55][C:56]([NH:59][C:60](=[O:72])[C:61]4[CH:66]=[CH:65][C:64]([O:67][C:68]([F:71])([F:70])[F:69])=[CH:63][CH:62]=4)=[CH:57][CH:58]=3)=[CH:49][CH:50]=2)[C:45]1=[O:73])[C:40]([O:42]C)=[O:41], predict the reaction product. The product is: [CH3:37][CH:38]([CH3:74])[C@H:39]([N:44]1[CH2:52][C:51]2[C:46](=[CH:47][C:48]([C:53]3[N:54]=[N:55][C:56]([NH:59][C:60](=[O:72])[C:61]4[CH:66]=[CH:65][C:64]([O:67][C:68]([F:69])([F:70])[F:71])=[CH:63][CH:62]=4)=[CH:57][CH:58]=3)=[CH:49][CH:50]=2)[C:45]1=[O:73])[C:40]([OH:42])=[O:41]. (7) The product is: [Cl:26][C:27]1[C:28]([C:7]2[CH:12]=[CH:11][C:10]([F:13])=[C:9]([NH:14][CH2:15][C:16]3([C:22]#[N:23])[CH2:17][CH2:18][O:19][CH2:20][CH2:21]3)[N:8]=2)=[CH:29][C:30]([F:33])=[N:31][CH:32]=1. Given the reactants FC(F)(F)S(O[C:7]1[CH:12]=[CH:11][C:10]([F:13])=[C:9]([NH:14][CH2:15][C:16]2([C:22]#[N:23])[CH2:21][CH2:20][O:19][CH2:18][CH2:17]2)[N:8]=1)(=O)=O.[Cl:26][C:27]1[C:28](B(O)O)=[CH:29][C:30]([F:33])=[N:31][CH:32]=1.C(=O)([O-])[O-].[Na+].[Na+], predict the reaction product. (8) Given the reactants [C:1]([O:5][C:6]([NH:8][CH:9]([C:27](=[O:34])[NH:28][CH2:29][CH2:30][CH2:31][CH2:32][CH3:33])[CH2:10][C:11]1[CH:16]=[CH:15][C:14]([NH:17][C:18]2[CH:26]=[CH:25][CH:24]=[CH:23][C:19]=2[C:20]([OH:22])=[O:21])=[CH:13][CH:12]=1)=[O:7])(C)([CH3:3])C.F[C:36](F)(F)C(O)=O.C(=O)(O)[O-].[Na+].ClC(OCC=C)=O, predict the reaction product. The product is: [CH2:1]([O:5][C:6]([NH:8][CH:9]([C:27](=[O:34])[NH:28][CH2:29][CH2:30][CH2:31][CH2:32][CH3:33])[CH2:10][C:11]1[CH:12]=[CH:13][C:14]([NH:17][C:18]2[CH:26]=[CH:25][CH:24]=[CH:23][C:19]=2[C:20]([OH:22])=[O:21])=[CH:15][CH:16]=1)=[O:7])[CH:3]=[CH2:36]. (9) Given the reactants C[N:2](C)/[CH:3]=[CH:4]/[C:5]([C:7]1[CH:15]=[C:14]2[C:10]([C:11]([CH2:24][CH3:25])=[N:12][N:13]2COCC[Si](C)(C)C)=[CH:9][CH:8]=1)=O.Cl.[CH2:28]([O:35][C:36]1[CH:37]=[C:38]([NH:42]N)[CH:39]=[CH:40][CH:41]=1)[C:29]1[CH:34]=[CH:33][CH:32]=[CH:31][CH:30]=1, predict the reaction product. The product is: [CH2:28]([O:35][C:36]1[CH:37]=[C:38]([N:42]2[C:5]([C:7]3[CH:15]=[C:14]4[C:10]([C:11]([CH2:24][CH3:25])=[N:12][NH:13]4)=[CH:9][CH:8]=3)=[CH:4][CH:3]=[N:2]2)[CH:39]=[CH:40][CH:41]=1)[C:29]1[CH:30]=[CH:31][CH:32]=[CH:33][CH:34]=1. (10) Given the reactants [C:1]([C:3]1[CH:8]=[CH:7][C:6](B2OC(C)(C)C(C)(C)O2)=[CH:5][N:4]=1)#[N:2].[Cl:18][C:19]1[CH:20]=[C:21]([OH:40])[CH:22]=[CH:23][C:24]=1[CH:25]([CH3:39])[C:26]([C:32]1[CH:37]=[CH:36][N:35]=[C:34]([Cl:38])[CH:33]=1)([OH:31])[C:27]([F:30])([F:29])[F:28], predict the reaction product. The product is: [Cl:18][C:19]1[CH:20]=[C:21]([CH:22]=[CH:23][C:24]=1[CH:25]([CH3:39])[C:26]([C:32]1[CH:37]=[CH:36][N:35]=[C:34]([Cl:38])[CH:33]=1)([OH:31])[C:27]([F:30])([F:29])[F:28])[O:40][C:6]1[CH:7]=[CH:8][C:3]([C:1]#[N:2])=[N:4][CH:5]=1.